This data is from Forward reaction prediction with 1.9M reactions from USPTO patents (1976-2016). The task is: Predict the product of the given reaction. (1) The product is: [Cl:1][C:2]1[CH:3]=[C:4]([C:8]#[C:9][C:10]2[N:11]=[C:12]([CH3:15])[N:13]([C:17]3[CH:18]=[C:19]([CH3:23])[N:20]=[N:21][CH:22]=3)[CH:14]=2)[CH:5]=[CH:6][CH:7]=1. Given the reactants [Cl:1][C:2]1[CH:3]=[C:4]([C:8]#[C:9][C:10]2[N:11]=[C:12]([CH3:15])[NH:13][CH:14]=2)[CH:5]=[CH:6][CH:7]=1.Cl[C:17]1[CH:18]=[C:19]([CH3:23])[N:20]=[N:21][CH:22]=1, predict the reaction product. (2) Given the reactants CCN(CC)CC.[CH3:8][NH:9][CH:10]1[CH2:14][CH:13]=[CH:12][CH2:11]1.[CH2:15]([O:22][C:23]([O:25]N1C(=O)CCC1=O)=O)[C:16]1[CH:21]=[CH:20][CH:19]=[CH:18][CH:17]=1, predict the reaction product. The product is: [CH:10]1([N:9]([CH3:8])[C:23](=[O:25])[O:22][CH2:15][C:16]2[CH:17]=[CH:18][CH:19]=[CH:20][CH:21]=2)[CH2:14][CH:13]=[CH:12][CH2:11]1.